From a dataset of Catalyst prediction with 721,799 reactions and 888 catalyst types from USPTO. Predict which catalyst facilitates the given reaction. (1) Reactant: [ClH:1].[NH:2]([C:4](=[O:23])[CH2:5][NH:6][C:7](=[O:22])[C:8]1[CH:13]=[CH:12][C:11]([N:14]2[CH:18]=[C:17]([CH3:19])[N:16]=[CH:15]2)=[C:10]([O:20][CH3:21])[CH:9]=1)[NH2:3].CO[C:26]1[CH:27]=[C:28]([CH:44]=[CH:45][C:46]=1N1C=C(C)N=C1)[C:29](NCC(NNC(OC(C)(C)C)=O)=O)=O.Cl. Product: [Cl:1][C:26]1[CH:27]=[C:28]([C:29]2[O:23][C:4]([CH2:5][NH:6][C:7](=[O:22])[C:8]3[CH:13]=[CH:12][C:11]([N:14]4[CH:18]=[C:17]([CH3:19])[N:16]=[CH:15]4)=[C:10]([O:20][CH3:21])[CH:9]=3)=[N:2][N:3]=2)[CH:44]=[CH:45][CH:46]=1. The catalyst class is: 8. (2) Reactant: [C:1](=[NH:23])([O:3][CH2:4][CH2:5][C:6]1[CH:11]=[CH:10][C:9]([O:12][C:13]2[CH:14]=[N:15][C:16]([C:19]([F:22])([F:21])[F:20])=[CH:17][CH:18]=2)=[CH:8][CH:7]=1)[NH2:2].[CH:24]([CH:26]([CH2:31][C:32]1[CH:33]=[N:34][C:35]([O:38][CH3:39])=[N:36][CH:37]=1)[C:27](OC)=O)=[O:25].C([O-])([O-])=O.[K+].[K+]. Product: [CH3:39][O:38][C:35]1[N:34]=[CH:33][C:32]([CH2:31][C:26]2[C:24](=[O:25])[N:23]=[C:1]([O:3][CH2:4][CH2:5][C:6]3[CH:7]=[CH:8][C:9]([O:12][C:13]4[CH:14]=[N:15][C:16]([C:19]([F:22])([F:21])[F:20])=[CH:17][CH:18]=4)=[CH:10][CH:11]=3)[NH:2][CH:27]=2)=[CH:37][N:36]=1. The catalyst class is: 37. (3) Reactant: Br[C:2]1[N:20]=[C:5]2[C:6]([C:13]3[CH:18]=[CH:17][C:16]([Cl:19])=[CH:15][CH:14]=3)=[CH:7][C:8]([CH:10]3[CH2:12][CH2:11]3)=[CH:9][N:4]2[N:3]=1.[CH3:21][C:22]1[N:27]=[CH:26][N:25]=[C:24]([N:28]2[CH2:33][CH2:32][CH:31]([NH2:34])[CH2:30][CH2:29]2)[CH:23]=1.[O-]C1C=CC=CC=1.[Na+].C(Cl)(Cl)Cl.CC1(C)C2C(=C(P(C3C=CC=CC=3)C3C=CC=CC=3)C=CC=2)OC2C(P(C3C=CC=CC=3)C3C=CC=CC=3)=CC=CC1=2. Product: [Cl:19][C:16]1[CH:17]=[CH:18][C:13]([C:6]2[C:5]3[N:4]([N:3]=[C:2]([NH:34][CH:31]4[CH2:32][CH2:33][N:28]([C:24]5[CH:23]=[C:22]([CH3:21])[N:27]=[CH:26][N:25]=5)[CH2:29][CH2:30]4)[N:20]=3)[CH:9]=[C:8]([CH:10]3[CH2:12][CH2:11]3)[CH:7]=2)=[CH:14][CH:15]=1. The catalyst class is: 488. (4) Reactant: Cl.[NH2:2][C@@H:3]1[C:11]2[C:6](=[C:7]([C:12]3[S:16][C:15]([C:17]4[CH:18]=[CH:19][C:20]([O:25][CH:26]([CH3:28])[CH3:27])=[C:21]([CH:24]=4)[C:22]#[N:23])=[N:14][N:13]=3)[CH:8]=[CH:9][CH:10]=2)[CH2:5][CH2:4]1.[S:29](N)([NH2:32])(=[O:31])=[O:30]. Product: [C:22]([C:21]1[CH:24]=[C:17]([C:15]2[S:16][C:12]([C:7]3[CH:8]=[CH:9][CH:10]=[C:11]4[C:6]=3[CH2:5][CH2:4][C@@H:3]4[NH:2][S:29]([NH2:32])(=[O:31])=[O:30])=[N:13][N:14]=2)[CH:18]=[CH:19][C:20]=1[O:25][CH:26]([CH3:28])[CH3:27])#[N:23]. The catalyst class is: 12. (5) Reactant: [S:1]([O:8]S(C(F)(F)F)(=O)=O)([C:4]([F:7])([F:6])[F:5])(=[O:3])=[O:2].O[C:17]1[CH:34]=[CH:33][C:20]2[CH2:21][CH2:22][N:23]([C:26]([O:28][C:29]([CH3:32])([CH3:31])[CH3:30])=[O:27])[CH2:24][CH2:25][C:19]=2[C:18]=1[CH3:35].N1C=CC=CC=1. Product: [CH3:35][C:18]1[C:19]2[CH2:25][CH2:24][N:23]([C:26]([O:28][C:29]([CH3:32])([CH3:31])[CH3:30])=[O:27])[CH2:22][CH2:21][C:20]=2[CH:33]=[CH:34][C:17]=1[O:8][S:1]([C:4]([F:7])([F:6])[F:5])(=[O:3])=[O:2]. The catalyst class is: 2. (6) Reactant: [OH:1][C:2]([C:10]1[O:11][C:12]2[CH:18]=[CH:17][C:16]([CH2:19][C:20](O)=[O:21])=[CH:15][C:13]=2[CH:14]=1)([C:4]1[CH:9]=[CH:8][N:7]=[CH:6][CH:5]=1)[CH3:3].CN(C(ON1N=NC2C=CC=NC1=2)=[N+](C)C)C.F[P-](F)(F)(F)(F)F.CCN(C(C)C)C(C)C.[CH3:56][C:57]1[CH:58]=[N:59][CH:60]=[CH:61][C:62]=1[CH:63]([C:65]1[CH:70]=[CH:69][CH:68]=[CH:67][CH:66]=1)[NH2:64]. Product: [OH:1][C:2]([C:10]1[O:11][C:12]2[CH:18]=[CH:17][C:16]([CH2:19][C:20]([NH:64][CH:63]([C:62]3[CH:61]=[CH:60][N:59]=[CH:58][C:57]=3[CH3:56])[C:65]3[CH:66]=[CH:67][CH:68]=[CH:69][CH:70]=3)=[O:21])=[CH:15][C:13]=2[CH:14]=1)([C:4]1[CH:9]=[CH:8][N:7]=[CH:6][CH:5]=1)[CH3:3]. The catalyst class is: 2.